Predict the reactants needed to synthesize the given product. From a dataset of Full USPTO retrosynthesis dataset with 1.9M reactions from patents (1976-2016). (1) Given the product [Cl:21][C:6]1[C:5]([C:13]2[CH:18]=[CH:17][CH:16]=[CH:15][CH:14]=2)=[N:4][C:3]2[C:8](=[CH:9][CH:10]=[CH:11][C:2]=2[CH3:1])[N:7]=1, predict the reactants needed to synthesize it. The reactants are: [CH3:1][C:2]1[CH:11]=[CH:10][CH:9]=[C:8]2[C:3]=1[N:4]=[C:5]([C:13]1[CH:18]=[CH:17][CH:16]=[CH:15][CH:14]=1)[C:6](=O)[NH:7]2.P(Cl)(Cl)([Cl:21])=O. (2) The reactants are: [CH3:1][C@@H:2]1[O:7][C@H:6]([CH3:8])[CH2:5][N:4]([C:9]2[C:14]([CH:15]=[O:16])=[CH:13][C:12](B3OC(C)(C)C(C)(C)O3)=[CH:11][N:10]=2)[CH2:3]1.Br[C:27]1[NH:31][C:30]2[CH:32]=[CH:33][CH:34]=[CH:35][C:29]=2[N:28]=1. Given the product [NH:28]1[C:29]2[CH:35]=[CH:34][CH:33]=[CH:32][C:30]=2[N:31]=[C:27]1[C:12]1[CH:13]=[C:14]([CH:15]=[O:16])[C:9]([N:4]2[CH2:5][C@H:6]([CH3:8])[O:7][C@H:2]([CH3:1])[CH2:3]2)=[N:10][CH:11]=1, predict the reactants needed to synthesize it. (3) Given the product [CH3:26][C:24]1[NH:23][N:22]=[C:21]([NH:20][C:12]2[N:11]=[C:10]([O:8][C:3]3[CH:4]=[CH:5][CH:6]=[CH:7][C:2]=3[CH3:1])[C:19]3[C:14]([CH:13]=2)=[CH:15][CH:16]=[CH:17][CH:18]=3)[CH:25]=1, predict the reactants needed to synthesize it. The reactants are: [CH3:1][C:2]1[CH:7]=[CH:6][CH:5]=[CH:4][C:3]=1[OH:8].Cl[C:10]1[C:19]2[C:14](=[CH:15][CH:16]=[CH:17][CH:18]=2)[CH:13]=[C:12]([NH:20][C:21]2[CH:25]=[C:24]([CH3:26])[NH:23][N:22]=2)[N:11]=1. (4) Given the product [Br:2][C:3]1[CH:8]=[CH:7][C:6]([CH2:9][NH:10][C:14](=[O:15])[O:16][CH2:17][C:18]2[CH:23]=[CH:22][CH:21]=[CH:20][CH:19]=2)=[CH:5][CH:4]=1, predict the reactants needed to synthesize it. The reactants are: [Cl-].[Br:2][C:3]1[CH:8]=[CH:7][C:6]([CH2:9][NH3+:10])=[CH:5][CH:4]=1.[OH-].[Na+].Cl[C:14]([O:16][CH2:17][C:18]1[CH:23]=[CH:22][CH:21]=[CH:20][CH:19]=1)=[O:15]. (5) Given the product [OH:35][C@H:32]1[CH2:33][CH2:34][C@H:29]([NH:28][C:17]2[N:16]=[C:15]([NH:14][C:12]3[S:13][C:9]4[CH:8]=[C:7]([NH:6][S:2]([CH3:1])(=[O:4])=[O:3])[CH:37]=[CH:36][C:10]=4[N:11]=3)[CH:20]=[C:19]([CH2:21][C:22]3[CH:23]=[CH:24][CH:25]=[CH:26][CH:27]=3)[N:18]=2)[CH2:30][CH2:31]1, predict the reactants needed to synthesize it. The reactants are: [CH3:1][S:2](Cl)(=[O:4])=[O:3].[NH2:6][C:7]1[CH:37]=[CH:36][C:10]2[N:11]=[C:12]([NH:14][C:15]3[CH:20]=[C:19]([CH2:21][C:22]4[CH:27]=[CH:26][CH:25]=[CH:24][CH:23]=4)[N:18]=[C:17]([NH:28][C@H:29]4[CH2:34][CH2:33][C@H:32]([OH:35])[CH2:31][CH2:30]4)[N:16]=3)[S:13][C:9]=2[CH:8]=1.C(N(C(C)C)C(C)C)C. (6) Given the product [CH3:34][O:33][C:19]1[CH:20]=[C:21]([C:14]2[CH:13]=[N:12][C:11]3=[C:7]([N:4]4[CH2:5][CH2:6][O:1][CH2:2][CH2:3]4)[S:8][N:9]=[C:10]3[CH:15]=2)[CH:22]=[CH:23][C:18]=1[NH2:17], predict the reactants needed to synthesize it. The reactants are: [O:1]1[CH2:6][CH2:5][N:4]([C:7]2[S:8][N:9]=[C:10]3[CH:15]=[C:14](Br)[CH:13]=[N:12][C:11]=23)[CH2:3][CH2:2]1.[NH2:17][C:18]1[CH:23]=[CH:22][C:21](B2OC(C)(C)C(C)(C)O2)=[CH:20][C:19]=1[O:33][CH3:34].C([O-])([O-])=O.[K+].[K+]. (7) Given the product [N:1]1[C:6]([C:7]([OH:9])=[O:8])=[CH:5][CH:4]=[C:3]([C:14]2[CH:15]=[N:16][CH:17]=[CH:18][CH:19]=2)[CH:2]=1, predict the reactants needed to synthesize it. The reactants are: [N:1]1[C:6]([C:7]([O:9]C(C)(C)C)=[O:8])=[CH:5][CH:4]=[C:3]([C:14]2[CH:15]=[N:16][CH:17]=[CH:18][CH:19]=2)[CH:2]=1.